Dataset: Forward reaction prediction with 1.9M reactions from USPTO patents (1976-2016). Task: Predict the product of the given reaction. (1) The product is: [F:36][C:25]([F:24])([C:29]1[CH:34]=[CH:33][C:32]([F:35])=[CH:31][CH:30]=1)[C:26]([OH:28])=[O:27].[F:24][C:25]([F:36])([C:29]1[CH:34]=[CH:33][C:32]([F:35])=[CH:31][CH:30]=1)[C:26]1[N:42]=[C:40]([OH:41])[C:39]2[C:38](=[CH:46][C:45]([C:47]3[CH:48]=[N:49][N:50]([CH3:52])[CH:51]=3)=[CH:44][CH:43]=2)[N:37]=1. Given the reactants FC1C=CC(C(=O)C(OCC)=O)=CC=1.C(N(S(F)(F)F)CC)C.[F:24][C:25]([F:36])([C:29]1[CH:34]=[CH:33][C:32]([F:35])=[CH:31][CH:30]=1)[C:26]([OH:28])=[O:27].[NH2:37][C:38]1[CH:46]=[C:45]([C:47]2[CH:48]=[N:49][N:50]([CH3:52])[CH:51]=2)[CH:44]=[CH:43][C:39]=1[C:40]([NH2:42])=[O:41].C[Si](OP(=O)=O)(C)C, predict the reaction product. (2) Given the reactants [F:1][C:2]1[CH:7]=[CH:6][CH:5]=[C:4]([F:8])[C:3]=1[C:9]1[C:18]2[CH:17]=[C:16]([C:19]#[CH:20])[CH:15]=[CH:14][C:13]=2[C:12]2=[N:21][N:22]([CH2:35][O:36][CH2:37][CH2:38][Si:39]([CH3:42])([CH3:41])[CH3:40])[C:23]([NH:24][CH:25]3[CH2:30][CH2:29][N:28]([S:31]([CH3:34])(=[O:33])=[O:32])[CH2:27][CH2:26]3)=[C:11]2[N:10]=1.CO.CN(C=O)C.C[Si]([N:54]=[N+:55]=[N-:56])(C)C, predict the reaction product. The product is: [F:8][C:4]1[CH:5]=[CH:6][CH:7]=[C:2]([F:1])[C:3]=1[C:9]1[C:18]2[CH:17]=[C:16]([C:19]3[CH:20]=[N:56][NH:55][N:54]=3)[CH:15]=[CH:14][C:13]=2[C:12]2=[N:21][N:22]([CH2:35][O:36][CH2:37][CH2:38][Si:39]([CH3:40])([CH3:42])[CH3:41])[C:23]([NH:24][CH:25]3[CH2:30][CH2:29][N:28]([S:31]([CH3:34])(=[O:33])=[O:32])[CH2:27][CH2:26]3)=[C:11]2[N:10]=1. (3) Given the reactants [F:1][C:2]1[CH:3]=[C:4]([C:18]2[CH:23]=[CH:22][CH:21]=[CH:20][C:19]=2[OH:24])[CH:5]=[CH:6][C:7]=1[C:8]([O:10][CH2:11][C:12]1[CH:17]=[CH:16][CH:15]=[CH:14][CH:13]=1)=[O:9].[Si:25]([O:42][CH2:43][CH2:44][C@@H:45](O)[CH3:46])([C:38]([CH3:41])([CH3:40])[CH3:39])([C:32]1[CH:37]=[CH:36][CH:35]=[CH:34][CH:33]=1)[C:26]1[CH:31]=[CH:30][CH:29]=[CH:28][CH:27]=1.C1(P(C2C=CC=CC=2)C2C=CC=CC=2)C=CC=CC=1.N(C(OC(C)(C)C)=O)=NC(OC(C)(C)C)=O, predict the reaction product. The product is: [Si:25]([O:42][CH2:43][CH2:44][C@H:45]([O:24][C:19]1[CH:20]=[CH:21][CH:22]=[CH:23][C:18]=1[C:4]1[CH:5]=[CH:6][C:7]([C:8]([O:10][CH2:11][C:12]2[CH:17]=[CH:16][CH:15]=[CH:14][CH:13]=2)=[O:9])=[C:2]([F:1])[CH:3]=1)[CH3:46])([C:38]([CH3:39])([CH3:40])[CH3:41])([C:32]1[CH:33]=[CH:34][CH:35]=[CH:36][CH:37]=1)[C:26]1[CH:31]=[CH:30][CH:29]=[CH:28][CH:27]=1. (4) Given the reactants [F:1][C:2]([C:12]1[CH:17]=[CH:16][C:15](I)=[CH:14][CH:13]=1)([CH3:11])[CH2:3][NH:4][S:5]([CH:8]([CH3:10])[CH3:9])(=[O:7])=[O:6].[C:19]([C:22]1[CH:27]=[CH:26][C:25](B(O)O)=[CH:24][CH:23]=1)([OH:21])=[O:20].C(=O)([O-])[O-].[K+].[K+].O, predict the reaction product. The product is: [F:1][C:2]([C:12]1[CH:17]=[CH:16][C:15]([C:25]2[CH:26]=[CH:27][C:22]([C:19]([OH:21])=[O:20])=[CH:23][CH:24]=2)=[CH:14][CH:13]=1)([CH3:11])[CH2:3][NH:4][S:5]([CH:8]([CH3:10])[CH3:9])(=[O:7])=[O:6]. (5) Given the reactants [CH2:1]([OH:7])[CH2:2][CH2:3][CH2:4][CH2:5][CH3:6].C([Sn](=O)CCCC)CCC.[NH2:18][C:19](N)=[O:20], predict the reaction product. The product is: [C:19](=[O:20])([O:7][CH2:1][CH2:2][CH2:3][CH2:4][CH2:5][CH3:6])[NH2:18]. (6) Given the reactants [C:1]([Si:5]([CH3:28])([CH3:27])[O:6][C:7]1[CH:8]=[C:9]([CH:15]([C:17]2[CH:22]=[C:21]([O:23][CH3:24])[CH:20]=[C:19]([O:25][CH3:26])[CH:18]=2)[OH:16])[CH:10]=[CH:11][C:12]=1[O:13][CH3:14])([CH3:4])([CH3:3])[CH3:2], predict the reaction product. The product is: [C:1]([Si:5]([CH3:28])([CH3:27])[O:6][C:7]1[CH:8]=[C:9]([C:15]([C:17]2[CH:18]=[C:19]([O:25][CH3:26])[CH:20]=[C:21]([O:23][CH3:24])[CH:22]=2)=[O:16])[CH:10]=[CH:11][C:12]=1[O:13][CH3:14])([CH3:3])([CH3:2])[CH3:4]. (7) Given the reactants Cl[C:2]1[C:11]2[C:6](=[CH:7][CH:8]=[C:9]([O:12][C:13]([F:16])([F:15])[F:14])[CH:10]=2)[N:5]=[CH:4][CH:3]=1.[NH2:17][C@H:18]1[CH2:23][CH2:22][C@H:21]([NH2:24])[CH2:20][CH2:19]1.C(N(CC)CC)C.[OH-].[Na+], predict the reaction product. The product is: [F:14][C:13]([F:16])([F:15])[O:12][C:9]1[CH:10]=[C:11]2[C:6](=[CH:7][CH:8]=1)[N:5]=[CH:4][CH:3]=[C:2]2[NH:17][CH:18]1[CH2:23][CH2:22][CH:21]([NH2:24])[CH2:20][CH2:19]1.